From a dataset of Full USPTO retrosynthesis dataset with 1.9M reactions from patents (1976-2016). Predict the reactants needed to synthesize the given product. (1) Given the product [ClH:20].[S:16]1[CH:17]=[CH:18][CH:19]=[C:15]1[CH2:14][C:11]1[CH2:12][CH2:13][NH:8][CH2:9][CH:10]=1, predict the reactants needed to synthesize it. The reactants are: C([N:8]1[CH2:13][CH:12]=[C:11]([CH2:14][C:15]2[S:16][CH:17]=[CH:18][CH:19]=2)[CH2:10][CH2:9]1)C1C=CC=CC=1.[Cl:20]C(OC(Cl)C)=O. (2) The reactants are: [CH3:1][C:2]1([CH2:14][OH:15])[CH2:7][O:6][CH:5]([C:8]2[CH:13]=[CH:12][CH:11]=[CH:10][CH:9]=2)[O:4][CH2:3]1.C(N(CC)CC)C.[C:23](Cl)(=[O:27])[C:24]([CH3:26])=[CH2:25]. Given the product [C:23]([O:15][CH2:14][C:2]1([CH3:1])[CH2:3][O:4][CH:5]([C:8]2[CH:9]=[CH:10][CH:11]=[CH:12][CH:13]=2)[O:6][CH2:7]1)(=[O:27])[C:24]([CH3:26])=[CH2:25], predict the reactants needed to synthesize it. (3) Given the product [Cl:1][CH2:2][C:3](=[O:9])[CH2:4][C:5]([O:7][CH2:8][CH:10]=[CH2:11])=[O:6], predict the reactants needed to synthesize it. The reactants are: [Cl:1][CH2:2][C:3](=[O:9])[CH2:4][C:5]([O:7][CH3:8])=[O:6].[CH2:10](O)[CH:11]=C. (4) Given the product [O:1]=[C:2]1[CH2:3][CH2:4][N:5]([C:8]([O:10][C:11]([CH3:14])([CH3:13])[CH3:12])=[O:9])[CH2:6][C:7]1=[CH:17][N:18]([CH3:20])[CH3:19], predict the reactants needed to synthesize it. The reactants are: [O:1]=[C:2]1[CH2:7][CH2:6][N:5]([C:8]([O:10][C:11]([CH3:14])([CH3:13])[CH3:12])=[O:9])[CH2:4][CH2:3]1.CO[CH:17](OC)[N:18]([CH3:20])[CH3:19].